From a dataset of Forward reaction prediction with 1.9M reactions from USPTO patents (1976-2016). Predict the product of the given reaction. (1) Given the reactants [O:1]1[CH:5]([CH2:6][NH2:7])[CH2:4][C:3]2[CH:8]=[CH:9][C:10]3[CH2:11][CH2:12][CH2:13][CH2:14][C:15]=3[C:2]1=2.C(N(C(C)C)CC)(C)C.Cl[C:26]([O:28][CH2:29][C:30]1[CH:35]=[CH:34][CH:33]=[CH:32][CH:31]=1)=[O:27].O1C(CNC(=O)OCC2C=CC=CC=2)CC2C=CC3CCCC=3C1=2, predict the reaction product. The product is: [O:1]1[CH:5]([CH2:6][NH:7][C:26](=[O:27])[O:28][CH2:29][C:30]2[CH:35]=[CH:34][CH:33]=[CH:32][CH:31]=2)[CH2:4][C:3]2[CH:8]=[CH:9][C:10]3[CH2:11][CH2:12][CH2:13][CH2:14][C:15]=3[C:2]1=2. (2) Given the reactants [CH3:1][O:2][C:3](=[O:25])[C:4](O)([C:20]([F:23])([F:22])[F:21])[C:5]1[C:9](=[O:10])[N:8]([C:11]2[CH:16]=[CH:15][CH:14]=[CH:13][C:12]=2[O:17][CH3:18])[NH:7][C:6]=1[CH3:19].S(Cl)(Cl)=O, predict the reaction product. The product is: [CH3:1][O:2][C:3](=[O:25])[C:4](=[C:5]1[C:9](=[O:10])[N:8]([C:11]2[CH:16]=[CH:15][CH:14]=[CH:13][C:12]=2[O:17][CH3:18])[N:7]=[C:6]1[CH3:19])[C:20]([F:23])([F:21])[F:22]. (3) Given the reactants [CH2:1]([O:3][C:4](=[O:23])[CH2:5][CH2:6][NH:7][C:8](=[O:22])[C:9]1[CH:14]=[CH:13][C:12]([N:15]2[CH2:20][CH2:19][C:18](=O)[CH2:17][CH2:16]2)=[CH:11][CH:10]=1)[CH3:2].[NH2:24][CH2:25][C@@H:26]([C:28]1[CH:29]=[CH:30][C:31]([OH:39])=[C:32]([NH:34][S:35]([CH3:38])(=[O:37])=[O:36])[CH:33]=1)[OH:27], predict the reaction product. The product is: [CH2:1]([O:3][C:4](=[O:23])[CH2:5][CH2:6][NH:7][C:8](=[O:22])[C:9]1[CH:14]=[CH:13][C:12]([N:15]2[CH2:20][CH2:19][CH:18]([NH:24][CH2:25][C@H:26]([OH:27])[C:28]3[CH:29]=[CH:30][C:31]([OH:39])=[C:32]([NH:34][S:35]([CH3:38])(=[O:37])=[O:36])[CH:33]=3)[CH2:17][CH2:16]2)=[CH:11][CH:10]=1)[CH3:2]. (4) Given the reactants [NH:1]([C:6]([CH2:11][OH:12])([CH2:9][OH:10])[CH2:7][OH:8])[CH2:2][C:3]([OH:5])=[O:4].C(O)C(N)(CO)CO.Cl.[CH3:22][CH2:23][CH2:24][CH2:25][CH2:26][CH2:27][CH2:28][CH2:29][CH2:30][CH2:31][CH2:32][CH2:33][O:34][S:35]([O-:38])(=[O:37])=[O:36].[Na+:39].CCN(C1C=CC(/C(/C2C=CC(NC3C=CC(OCC)=CC=3)=CC=2)=C2/C=CC(C=C/2C)=[N+](CC2C=CC=C(S(O)(=O)=O)C=2)CC)=C(C)C=1)CC1C=CC=C(S(O)(=O)=O)C=1.C1C=CC2S(=O)(=O)OC(C3C=CC(O)=CC=3)(C3C=CC(O)=CC=3)C=2C=1, predict the reaction product. The product is: [NH:1]([C:6]([CH2:9][OH:10])([CH2:11][OH:12])[CH2:7][OH:8])[CH2:2][C:3]([OH:5])=[O:4].[CH3:22][CH2:23][CH2:24][CH2:25][CH2:26][CH2:27][CH2:28][CH2:29][CH2:30][CH2:31][CH2:32][CH2:33][O:34][S:35]([O-:38])(=[O:37])=[O:36].[Na+:39]. (5) Given the reactants O.[NH2:2][NH2:3].C(O)C.[CH3:7][C:8]([C:15]1[S:16][CH:17]=[CH:18][CH:19]=1)([CH3:14])[C:9](OCC)=[O:10].C(OCC)(=O)C, predict the reaction product. The product is: [CH3:7][C:8]([C:15]1[S:16][CH:17]=[CH:18][CH:19]=1)([CH3:14])[C:9]([NH:2][NH2:3])=[O:10]. (6) Given the reactants [S:1]1[CH:5]=[CH:4][C:3]([CH2:6][C:7]([OH:9])=O)=[CH:2]1.C(Cl)(=O)C(Cl)=O.[OH-].[NH4+:17], predict the reaction product. The product is: [S:1]1[CH:5]=[CH:4][C:3]([CH2:6][C:7]([NH2:17])=[O:9])=[CH:2]1. (7) Given the reactants [F:1][CH:2]([F:14])[CH2:3][O:4][C:5]1[CH:10]=[CH:9][CH:8]=[CH:7][C:6]=1[N+:11]([O-])=O.C(O)C.[H][H], predict the reaction product. The product is: [F:1][CH:2]([F:14])[CH2:3][O:4][C:5]1[CH:10]=[CH:9][CH:8]=[CH:7][C:6]=1[NH2:11].